This data is from Reaction yield outcomes from USPTO patents with 853,638 reactions. The task is: Predict the reaction yield, written as a fraction of the theoretical maximum amount of product (1.0 means a 100% yield; for example, 0.34 means a 34% yield). (1) The reactants are [Cl-].O[NH3+:3].[C:4](=[O:7])([O-])[OH:5].[Na+].CS(C)=O.[CH2:13]([N:20]1[C:25](=[O:26])[C:24]([CH2:27][C:28]2[CH:33]=[CH:32][C:31]([C:34]3[C:35]([C:40]#[N:41])=[CH:36][CH:37]=[CH:38][CH:39]=3)=[CH:30][CH:29]=2)=[C:23]([CH2:42][CH2:43][CH2:44][CH3:45])[N:22]=[C:21]1[CH2:46][OH:47])[C:14]1[CH:19]=[CH:18][CH:17]=[CH:16][CH:15]=1. The catalyst is C(OCC)(=O)C. The product is [CH2:13]([N:20]1[C:25](=[O:26])[C:24]([CH2:27][C:28]2[CH:33]=[CH:32][C:31]([C:34]3[CH:39]=[CH:38][CH:37]=[CH:36][C:35]=3[C:40]3[NH:3][C:4](=[O:7])[O:5][N:41]=3)=[CH:30][CH:29]=2)=[C:23]([CH2:42][CH2:43][CH2:44][CH3:45])[N:22]=[C:21]1[CH2:46][OH:47])[C:14]1[CH:19]=[CH:18][CH:17]=[CH:16][CH:15]=1. The yield is 0.350. (2) The reactants are [CH2:1]([C@H:8]1[CH2:12][O:11][C:10](=[O:13])[NH:9]1)[C:2]1[CH:7]=[CH:6][CH:5]=[CH:4][CH:3]=1.C([Li])CCC.[O:19]1[CH2:24][CH2:23][CH2:22][CH2:21][CH:20]1[C:25](Cl)=[O:26].[NH4+].[Cl-]. The product is [CH2:1]([C@H:8]1[CH2:12][O:11][C:10](=[O:13])[N:9]1[C:25]([C@@H:20]1[CH2:21][CH2:22][CH2:23][CH2:24][O:19]1)=[O:26])[C:2]1[CH:3]=[CH:4][CH:5]=[CH:6][CH:7]=1.[CH2:1]([C@H:8]1[CH2:12][O:11][C:10](=[O:13])[N:9]1[C:25]([C@H:20]1[CH2:21][CH2:22][CH2:23][CH2:24][O:19]1)=[O:26])[C:2]1[CH:3]=[CH:4][CH:5]=[CH:6][CH:7]=1. The yield is 0.220. The catalyst is C1COCC1. (3) The reactants are [H-].[Na+].[Br:3][C:4]1[CH:5]=[C:6]2[C:10](=[CH:11][CH:12]=1)[NH:9][CH:8]=[C:7]2[CH2:13][C:14]([OH:16])=[O:15].Br[CH2:18][CH2:19][CH2:20][CH2:21][CH2:22][CH2:23][CH2:24][CH3:25].CCOCC. The yield is 0.640. The catalyst is O1CCCC1. The product is [Br:3][C:4]1[CH:5]=[C:6]2[C:10](=[CH:11][CH:12]=1)[N:9]([CH2:18][CH2:19][CH2:20][CH2:21][CH2:22][CH2:23][CH2:24][CH3:25])[CH:8]=[C:7]2[CH2:13][C:14]([OH:16])=[O:15]. (4) The reactants are [Cl:1][C:2]1[CH:3]=[C:4]([C:10]2([C:27]([F:30])([F:29])[F:28])[CH2:14][CH2:13][N:12]([C:15]3[S:16][C:17]([C:24](O)=[O:25])=[C:18]([C:20]([F:23])([F:22])[F:21])[N:19]=3)[CH2:11]2)[CH:5]=[C:6]([Cl:9])[C:7]=1[Cl:8].S(Cl)(Cl)=O. The catalyst is CN(C)C=O.ClCCCl. The product is [Cl:1][C:2]1[CH:3]=[C:4]([C:10]2([C:27]([F:30])([F:28])[F:29])[CH2:14][CH2:13][N:12]([C:15]3[S:16][C:17]([CH2:24][OH:25])=[C:18]([C:20]([F:23])([F:22])[F:21])[N:19]=3)[CH2:11]2)[CH:5]=[C:6]([Cl:9])[C:7]=1[Cl:8]. The yield is 0.650. (5) The reactants are Cl[C:2]1[CH:11]=[CH:10][C:9]2[C:8]3[C:12]4[NH:19][CH2:18][C@@H:17]([CH3:20])[NH:16][C:15](=[O:21])[C:13]=4[S:14][C:7]=3[CH:6]=[CH:5][C:4]=2[N:3]=1.[OH2:22]. The catalyst is C(O)(=O)C. The product is [OH:22][C:2]1[CH:11]=[CH:10][C:9]2[C:8]3[C:12]4[NH:19][CH2:18][C@@H:17]([CH3:20])[NH:16][C:15](=[O:21])[C:13]=4[S:14][C:7]=3[CH:6]=[CH:5][C:4]=2[N:3]=1. The yield is 0.850. (6) The reactants are [CH3:1][O:2][C:3]1[C:16]2[C:15](=[O:17])[C:14]3[C:9](=[C:10]([O:18][CH3:19])[CH:11]=[CH:12][CH:13]=3)[O:8][C:7]=2[CH:6]=[C:5]([O:20][C:21]#[C:22][CH:23]([CH3:25])[CH3:24])[CH:4]=1.N1C2C(=CC=CC=2)C=CC=1. The catalyst is [Pd].CC([O-])=O.CC([O-])=O.[Pb+2].C1C=CC=CC=1.[Pd].C([O-])([O-])=O.[Ca+2]. The product is [CH3:1][O:2][C:3]1[C:16]2[C:15](=[O:17])[C:14]3[C:9](=[C:10]([O:18][CH3:19])[CH:11]=[CH:12][CH:13]=3)[O:8][C:7]=2[CH:6]=[C:5]([O:20][CH:21]=[CH:22][CH:23]([CH3:25])[CH3:24])[CH:4]=1. The yield is 0.760. (7) The reactants are [CH2:1]([O:3][C:4]1[CH:10]=[CH:9][C:7]([NH2:8])=[C:6]([C:11]2[O:12][CH:13]=[CH:14][CH:15]=2)[CH:5]=1)[CH3:2].[CH3:16][C:17]1[O:21][N:20]=[C:19]([NH:22][C:23](=O)[O:24]C2C=CC=CC=2)[CH:18]=1. The catalyst is C1COCC1. The product is [CH2:1]([O:3][C:4]1[CH:10]=[CH:9][C:7]([NH:8][C:23]([NH:22][C:19]2[CH:18]=[C:17]([CH3:16])[O:21][N:20]=2)=[O:24])=[C:6]([C:11]2[O:12][CH:13]=[CH:14][CH:15]=2)[CH:5]=1)[CH3:2]. The yield is 0.280.